From a dataset of Reaction yield outcomes from USPTO patents with 853,638 reactions. Predict the reaction yield, written as a fraction of the theoretical maximum amount of product (1.0 means a 100% yield; for example, 0.34 means a 34% yield). (1) The reactants are [C:1]1([C:7]2[CH:11]=[CH:10][NH:9][N:8]=2)[CH:6]=[CH:5][CH:4]=[CH:3][CH:2]=1.C1C(=O)N([Br:19])C(=O)C1.O. The catalyst is CN(C=O)C. The product is [Br:19][C:11]1[C:7]([C:1]2[CH:2]=[CH:3][CH:4]=[CH:5][CH:6]=2)=[N:8][NH:9][CH:10]=1. The yield is 0.930. (2) The reactants are [OH:1][CH2:2][CH2:3][O:4][CH2:5][CH2:6][NH:7][C:8]([C:10]1[CH:11]=[C:12]([CH:16]=[CH:17][CH:18]=1)[C:13]([OH:15])=O)=[O:9].CN(C(ON1N=NC2C=CC=NC1=2)=[N+](C)C)C.F[P-](F)(F)(F)(F)F.C(N(CC)C(C)C)(C)C.[NH2:52][C:53]1[CH:75]=[CH:74][C:73]([N:76]2[CH2:81][CH2:80][CH2:79][CH2:78][CH2:77]2)=[CH:72][C:54]=1[C:55]([NH:57][C:58]1[CH:63]=[N:62][C:61]([C:64]2[CH:69]=[CH:68][C:67]([CH3:70])=[C:66]([CH3:71])[CH:65]=2)=[CH:60][N:59]=1)=[O:56]. The catalyst is CN(C)C=O. The product is [CH3:71][C:66]1[CH:65]=[C:64]([C:61]2[N:62]=[CH:63][C:58]([NH:57][C:55]([C:54]3[CH:72]=[C:73]([N:76]4[CH2:81][CH2:80][CH2:79][CH2:78][CH2:77]4)[CH:74]=[CH:75][C:53]=3[NH:52][C:13](=[O:15])[C:12]3[CH:16]=[CH:17][CH:18]=[C:10]([C:8]([NH:7][CH2:6][CH2:5][O:4][CH2:3][CH2:2][OH:1])=[O:9])[CH:11]=3)=[O:56])=[N:59][CH:60]=2)[CH:69]=[CH:68][C:67]=1[CH3:70]. The yield is 0.280. (3) The reactants are [F:1][C:2]1[CH:7]=[CH:6][C:5]([C:8]2[C:12]([CH2:13][O:14][C:15]3[CH:16]=[CH:17][C:18]([C:21](O)=[O:22])=[N:19][CH:20]=3)=[C:11]([CH2:24][OH:25])[O:10][N:9]=2)=[CH:4][CH:3]=1.O.ON1[C:32]2C=C[CH:35]=[CH:36][C:31]=2[N:30]=N1.C(N(C(C)C)C(C)C)C.Cl.CN(C)CCCN=C=NCC.C[C@H]([OH:62])CN. The catalyst is C1COCC1. The product is [OH:62][CH2:32][C@@H:31]([NH:30][C:21]([C:18]1[CH:17]=[CH:16][C:15]([O:14][CH2:13][C:12]2[C:8]([C:5]3[CH:6]=[CH:7][C:2]([F:1])=[CH:3][CH:4]=3)=[N:9][O:10][C:11]=2[CH2:24][OH:25])=[CH:20][N:19]=1)=[O:22])[CH2:36][CH3:35]. The yield is 0.550. (4) The reactants are [CH3:1][C:2]1[CH:3]=[CH:4][C:5]([N+:16]([O-])=O)=[C:6]([S:8]([CH2:11][C:12]([O:14][CH3:15])=[O:13])(=[O:10])=[O:9])[CH:7]=1.[H][H]. The catalyst is CO.[Pd]. The product is [NH2:16][C:5]1[CH:4]=[CH:3][C:2]([CH3:1])=[CH:7][C:6]=1[S:8]([CH2:11][C:12]([O:14][CH3:15])=[O:13])(=[O:10])=[O:9]. The yield is 0.990. (5) The reactants are [Cl:1][C:2]1[C:3]2[C:10]([CH:11]([C:13]3[CH:14]=[N:15][CH:16]=[C:17]([N:19]=[C:20]([C:27]4[CH:32]=[CH:31][CH:30]=[CH:29][CH:28]=4)[C:21]4[CH:26]=[CH:25][CH:24]=[CH:23][CH:22]=4)[CH:18]=3)[OH:12])=[CH:9][N:8]([CH3:33])[C:4]=2[N:5]=[CH:6][N:7]=1.CC(OI1(OC(C)=O)(OC(C)=O)OC(=O)C2C=CC=CC1=2)=O.[OH-].[Na+]. The catalyst is C(Cl)Cl. The product is [Cl:1][C:2]1[C:3]2[C:10]([C:11]([C:13]3[CH:14]=[N:15][CH:16]=[C:17]([N:19]=[C:20]([C:21]4[CH:26]=[CH:25][CH:24]=[CH:23][CH:22]=4)[C:27]4[CH:32]=[CH:31][CH:30]=[CH:29][CH:28]=4)[CH:18]=3)=[O:12])=[CH:9][N:8]([CH3:33])[C:4]=2[N:5]=[CH:6][N:7]=1. The yield is 0.990. (6) The yield is 0.690. The catalyst is O. The reactants are C(Cl)(Cl)Cl.[F:5][C:6]([F:23])([F:22])[C:7]1[CH:12]=[CH:11][C:10]([CH:13]2[C:17]([OH:18])=[C:16]([C:19]([CH3:21])=[O:20])[CH2:15][S:14]2)=[CH:9][CH:8]=1.S(Cl)(Cl)(=O)=O. The product is [F:22][C:6]([F:5])([F:23])[C:7]1[CH:8]=[CH:9][C:10]([C:13]2[S:14][CH:15]=[C:16]([C:19]([CH3:21])=[O:20])[C:17]=2[OH:18])=[CH:11][CH:12]=1. (7) The reactants are [NH2:1][C:2]1[S:10][C:5]2[CH2:6][O:7][CH2:8][CH2:9][C:4]=2[C:3]=1[C:11]#[N:12].[C:13]([N:21]=[C:22]=[O:23])(=[O:20])[C:14]1[CH:19]=[CH:18][CH:17]=[CH:16][CH:15]=1. The catalyst is O1CCOCC1. The product is [C:11]([C:3]1[C:4]2[CH2:9][CH2:8][O:7][CH2:6][C:5]=2[S:10][C:2]=1[NH:1][C:22]([NH:21][C:13](=[O:20])[C:14]1[CH:15]=[CH:16][CH:17]=[CH:18][CH:19]=1)=[O:23])#[N:12]. The yield is 0.800. (8) The reactants are [F:1][C:2]([F:17])([F:16])[C:3]1[CH:8]=[CH:7][C:6]([C:9]2[C:13]([CH2:14]O)=[CH:12][O:11][N:10]=2)=[CH:5][CH:4]=1.S(Cl)([Cl:20])=O. No catalyst specified. The product is [Cl:20][CH2:14][C:13]1[C:9]([C:6]2[CH:7]=[CH:8][C:3]([C:2]([F:17])([F:16])[F:1])=[CH:4][CH:5]=2)=[N:10][O:11][CH:12]=1. The yield is 0.950. (9) The reactants are [F:1][CH2:2][CH:3]([OH:16])[CH:4]([N+:13]([O-])=O)[CH2:5][C:6]([O:8][C:9]([CH3:12])([CH3:11])[CH3:10])=[O:7]. The catalyst is CO.[Ni]. The product is [NH2:13][CH:4]([CH:3]([OH:16])[CH2:2][F:1])[CH2:5][C:6]([O:8][C:9]([CH3:10])([CH3:11])[CH3:12])=[O:7]. The yield is 0.960.